From a dataset of Reaction yield outcomes from USPTO patents with 853,638 reactions. Predict the reaction yield, written as a fraction of the theoretical maximum amount of product (1.0 means a 100% yield; for example, 0.34 means a 34% yield). (1) The reactants are C1(P(C2CCCCC2)C2C=CC=CC=2C2C=CC=CC=2)CCCCC1.CN(C)[C:28](=[O:30])C.Br[C:33]1[C:34]([NH:40][C:41]2[CH:46]=[CH:45][C:44]([O:47][CH3:48])=[CH:43][C:42]=2OC)=[N:35][CH:36]=[C:37]([CH3:39])[CH:38]=1.C1CCN2C(=NCCC2)CC1. The catalyst is C([O-])(=O)C.[Pd+2].C([O-])(=O)C.O. The product is [CH3:48][O:47][C:44]1[CH:45]=[C:46]2[C:41](=[CH:42][C:43]=1[O:30][CH3:28])[NH:40][C:34]1[N:35]=[CH:36][C:37]([CH3:39])=[CH:38][C:33]2=1. The yield is 0.558. (2) The reactants are [C:1]([O:6][CH2:7][CH3:8])(=[O:5])[CH:2]([CH3:4])[CH3:3].C([N-][CH:13]([CH3:15])[CH3:14])(C)C.[Li+].Br[CH2:18][CH2:19][CH2:20][O:21][CH2:22][CH2:23][CH2:24]Br.CN1[C:32](=[O:33])N(C)CCC1.C1C[O:38][CH2:37][CH2:36]1. No catalyst specified. The product is [CH2:37]([O:38][C:32](=[O:33])[C:13]([CH3:14])([CH3:15])[CH2:18][CH2:19][CH2:20][O:21][CH2:22][CH2:23][CH2:24][C:2]([C:1]([O:6][CH2:7][CH3:8])=[O:5])([CH3:4])[CH3:3])[CH3:36]. The yield is 0.690.